From a dataset of Reaction yield outcomes from USPTO patents with 853,638 reactions. Predict the reaction yield, written as a fraction of the theoretical maximum amount of product (1.0 means a 100% yield; for example, 0.34 means a 34% yield). (1) The reactants are Br[C:2]1[N:7]=[C:6]([O:8][CH3:9])[C:5]([NH2:10])=[CH:4][CH:3]=1.[CH3:11][PH:12](=[O:14])[CH3:13].CC1(C)C2C(=C(P(C3C=CC=CC=3)C3C=CC=CC=3)C=CC=2)OC2C(P(C3C=CC=CC=3)C3C=CC=CC=3)=CC=CC1=2.P([O-])([O-])([O-])=O.[K+].[K+].[K+]. The catalyst is CN(C=O)C.C([O-])(=O)C.[Pd+2].C([O-])(=O)C. The product is [CH3:11][P:12]([C:2]1[N:7]=[C:6]([O:8][CH3:9])[C:5]([NH2:10])=[CH:4][CH:3]=1)([CH3:13])=[O:14]. The yield is 0.390. (2) The reactants are [F:1][C:2]([F:9])([F:8])/[CH:3]=[CH:4]/[C:5](O)=[O:6].C(Cl)(=O)C(Cl)=O.Cl.[CH3:17][C:18]1[CH:23]=[CH:22][N:21]=[C:20]([CH2:24][CH2:25][CH2:26][NH2:27])[CH:19]=1.CCOP(O)N(C(C)C)C(C)C. The catalyst is ClCCl. The product is [F:1][C:2]([F:9])([F:8])/[CH:3]=[CH:4]/[C:5]([NH:27][CH2:26][CH2:25][CH2:24][C:20]1[CH:19]=[C:18]([CH3:17])[CH:23]=[CH:22][N:21]=1)=[O:6]. The yield is 0.580.